Dataset: Catalyst prediction with 721,799 reactions and 888 catalyst types from USPTO. Task: Predict which catalyst facilitates the given reaction. (1) The catalyst class is: 74. Reactant: [OH:1][C:2]1[C:9]([O:10][CH3:11])=[CH:8][CH:7]=[C:6]([Br:12])[C:3]=1C=O.[OH:13]O. Product: [Br:12][C:6]1[CH:7]=[CH:8][C:9]([O:10][CH3:11])=[C:2]([OH:1])[C:3]=1[OH:13]. (2) Reactant: [Cl:1][C:2]1[CH:7]=[CH:6][CH:5]=[CH:4][C:3]=1[N:8]1[C:12]([S:13]([C:16]2[CH:21]=[CH:20][C:19]([CH3:22])=[CH:18][N:17]=2)(=[O:15])=[O:14])=[CH:11][C:10]([CH2:23][N:24](C)[C:25](=O)OC(C)(C)C)=[N:9]1.C(O)C.C(OCC)(=O)C.Cl. Product: [ClH:1].[Cl:1][C:2]1[CH:7]=[CH:6][CH:5]=[CH:4][C:3]=1[N:8]1[C:12]([S:13]([C:16]2[CH:21]=[CH:20][C:19]([CH3:22])=[CH:18][N:17]=2)(=[O:14])=[O:15])=[CH:11][C:10]([CH2:23][NH:24][CH3:25])=[N:9]1. The catalyst class is: 13. (3) Reactant: C(NC(C)C)(C)C.[Li]CCCC.[Br:13][C:14]1[CH:19]=[CH:18][C:17]([F:20])=[CH:16][CH:15]=1.[C:21](OCC)(=[O:27])[C:22]([O:24][CH2:25][CH3:26])=[O:23].Cl. Product: [CH2:25]([O:24][C:22](=[O:23])[C:21]([C:18]1[CH:19]=[C:14]([Br:13])[CH:15]=[CH:16][C:17]=1[F:20])=[O:27])[CH3:26]. The catalyst class is: 1. (4) Reactant: N1(C[CH2:9][N:10]2[CH2:15][CH2:14][CH:13]([NH:16][C:17]([C:19]3[NH:20][C:21]4[C:26]([CH:27]=3)=[C:25]([O:28][C:29]3[CH:34]=[CH:33][C:32]([CH3:35])=[CH:31][CH:30]=3)[CH:24]=[CH:23][CH:22]=4)=[O:18])[CH2:12][CH2:11]2)CCCCCC1.NC1CCN(C[C:44]2[CH:49]=[CH:48][CH:47]=[CH:46][CH:45]=2)CC1.CN(C(ON1N=NC2C=CC=CC1=2)=[N+](C)C)C.[B-](F)(F)(F)F.C(N(C(C)C)C(C)C)C. Product: [CH2:9]([N:10]1[CH2:15][CH2:14][CH:13]([NH:16][C:17]([C:19]2[NH:20][C:21]3[C:26]([CH:27]=2)=[C:25]([O:28][C:29]2[CH:34]=[CH:33][C:32]([CH3:35])=[CH:31][CH:30]=2)[CH:24]=[CH:23][CH:22]=3)=[O:18])[CH2:12][CH2:11]1)[C:44]1[CH:49]=[CH:48][CH:47]=[CH:46][CH:45]=1. The catalyst class is: 3.